Dataset: Full USPTO retrosynthesis dataset with 1.9M reactions from patents (1976-2016). Task: Predict the reactants needed to synthesize the given product. (1) Given the product [CH2:1]([O:3][C:4]([C:5]1[CH:6]=[C:7]2[C:8]([CH:11]=[C:12]([CH:13]([CH3:14])[CH3:15])[NH:16]2)=[CH:9][CH:10]=1)=[O:17])[CH3:2], predict the reactants needed to synthesize it. The reactants are: [CH2:1]([O:3][C:4](=[O:17])[C:5]1[CH:10]=[CH:9][C:8]([C:11]#[C:12][CH:13]([CH3:15])[CH3:14])=[C:7]([NH2:16])[CH:6]=1)[CH3:2]. (2) Given the product [CH3:1][C:2]([CH3:15])([CH2:7][O:8][CH:9]1[CH2:14][CH2:13][CH2:12][CH2:11][O:10]1)[CH2:3][OH:4], predict the reactants needed to synthesize it. The reactants are: [CH3:1][C:2]([CH3:15])([CH2:7][O:8][CH:9]1[CH2:14][CH2:13][CH2:12][CH2:11][O:10]1)[C:3](OC)=[O:4].O.[OH-].[Na+]. (3) Given the product [C:5]([C:4]1[CH:7]=[CH:8][C:9]([N+:10]([O-:12])=[O:11])=[C:2]([CH:28]([OH:32])[CH:29]([CH3:31])[CH3:30])[CH:3]=1)#[N:6], predict the reactants needed to synthesize it. The reactants are: I[C:2]1[CH:3]=[C:4]([CH:7]=[CH:8][C:9]=1[N+:10]([O-:12])=[O:11])[C:5]#[N:6].C(=O)=O.C(O)(C)C.C1([Mg]Br)C=CC=CC=1.[CH:28](=[O:32])[CH:29]([CH3:31])[CH3:30]. (4) Given the product [N:23]1[C:22]2[C:21](=[CH:4][CH:6]=[CH:7][CH:8]=2)[N:20]=[CH:19][C:18]=1[C:16]([NH:15][C:6]1([C:4]([OH:5])=[O:30])[CH2:7][C:8]2[C:13](=[CH:12][CH:11]=[CH:10][CH:9]=2)[CH2:14]1)=[O:28], predict the reactants needed to synthesize it. The reactants are: C(O[C:4]([C:6]1([NH:15][C:16]([C:18]2[C:19]3[N:20]=[CH:21][CH:22]=[N:23]C=3C=CC=2)=O)[CH2:14][C:13]2[C:8](=[CH:9][CH:10]=[CH:11][CH:12]=2)[CH2:7]1)=[O:5])C.[OH-:28].[K+].[OH2:30]. (5) Given the product [CH3:1][C:2]1[N:3]=[CH:4][C:5]([CH:8]=[O:9])=[N:6][CH:7]=1, predict the reactants needed to synthesize it. The reactants are: [CH3:1][C:2]1[N:3]=[CH:4][C:5]([C:8](OC)=[O:9])=[N:6][CH:7]=1.CC(C[AlH]CC(C)C)C. (6) Given the product [Cl:1][C:2]1[CH:7]=[CH:6][C:5]([NH:8][C:9](=[O:21])[C:10]2[CH:15]=[CH:14][C:13]([C:16]([F:17])([F:19])[F:18])=[N:12][C:11]=2[CH3:20])=[CH:4][C:3]=1[C:35]1[CH:34]=[C:33]([CH2:31][CH3:32])[CH:38]=[CH:37][N:36]=1, predict the reactants needed to synthesize it. The reactants are: [Cl:1][C:2]1[CH:7]=[CH:6][C:5]([NH:8][C:9](=[O:21])[C:10]2[CH:15]=[CH:14][C:13]([C:16]([F:19])([F:18])[F:17])=[N:12][C:11]=2[CH3:20])=[CH:4][C:3]=1B1OC(C)(C)C(C)(C)O1.[CH2:31]([C:33]1[CH:38]=[CH:37][N:36]=[C:35](Br)[CH:34]=1)[CH3:32]. (7) The reactants are: CS[C:3](SC)=[C:4]1[C:13](=[O:14])[C:12]([CH2:16][CH2:17][CH2:18][CH:19]2[CH2:24][CH2:23][CH2:22][CH2:21][CH2:20]2)([CH3:15])[C:11]2[C:6](=[CH:7][CH:8]=[CH:9][CH:10]=2)[C:5]1=[O:25].[NH2:28][C:29]1[CH:34]=[CH:33][CH:32]=[CH:31][C:30]=1[S:35]([NH2:38])(=[O:37])=[O:36]. Given the product [CH:19]1([CH2:18][CH2:17][CH2:16][C:12]2([CH3:15])[C:11]3[C:6](=[CH:7][CH:8]=[CH:9][CH:10]=3)[C:5]([OH:25])=[C:4]([C:3]3[NH:28][C:29]4[CH:34]=[CH:33][CH:32]=[CH:31][C:30]=4[S:35](=[O:36])(=[O:37])[N:38]=3)[C:13]2=[O:14])[CH2:24][CH2:23][CH2:22][CH2:21][CH2:20]1, predict the reactants needed to synthesize it.